From a dataset of Catalyst prediction with 721,799 reactions and 888 catalyst types from USPTO. Predict which catalyst facilitates the given reaction. (1) Reactant: Cl[C:2]1[CH:7]=[CH:6][C:5]([C:8]2[C:13]([C:14]([O:16][CH3:17])=[O:15])=[CH:12][N:11]=[CH:10][CH:9]=2)=[C:4]([F:18])[CH:3]=1.C(=O)([O-])[O-].[Cs+].[Cs+].[C:25]([NH:32][C@H:33]([CH2:38][OH:39])[CH2:34][CH:35]([CH3:37])[CH3:36])([O:27][C:28]([CH3:31])([CH3:30])[CH3:29])=[O:26].C(P(C(C)(C)C)C1C=CC=CC=1C1C(C(C)C)=CC(C(C)C)=CC=1C(C)C)(C)(C)C. Product: [C:28]([O:27][C:25]([NH:32][C@@H:33]([CH2:34][CH:35]([CH3:37])[CH3:36])[CH2:38][O:39][C:2]1[CH:7]=[CH:6][C:5]([C:8]2[C:13]([C:14]([O:16][CH3:17])=[O:15])=[CH:12][N:11]=[CH:10][CH:9]=2)=[C:4]([F:18])[CH:3]=1)=[O:26])([CH3:31])([CH3:30])[CH3:29]. The catalyst class is: 164. (2) Reactant: [C:1]([O:5][C:6](=[O:25])/[CH:7]=[CH:8]/[C:9]1[CH:13]=[CH:12][N:11]([S:14]([C:17]2[CH:22]=[CH:21][C:20]([CH2:23]Br)=[CH:19][CH:18]=2)(=[O:16])=[O:15])[CH:10]=1)([CH3:4])([CH3:3])[CH3:2].[C:26]1(=[O:36])[NH:30][C:29](=[O:31])[C:28]2=[CH:32][CH:33]=[CH:34][CH:35]=[C:27]12.[K]. Product: [C:1]([O:5][C:6](=[O:25])/[CH:7]=[CH:8]/[C:9]1[CH:13]=[CH:12][N:11]([S:14]([C:17]2[CH:22]=[CH:21][C:20]([CH2:23][N:30]3[C:26](=[O:36])[C:27]4[C:28](=[CH:32][CH:33]=[CH:34][CH:35]=4)[C:29]3=[O:31])=[CH:19][CH:18]=2)(=[O:16])=[O:15])[CH:10]=1)([CH3:4])([CH3:3])[CH3:2]. The catalyst class is: 21. (3) Reactant: [F:1][C:2]1[CH:21]=[CH:20][C:5]2[C:6]([C:9]3[CH:14]=[CH:13][C:12]([O:15][CH2:16][C@@H:17]4[CH2:19][O:18]4)=[CH:11][CH:10]=3)=[N:7][O:8][C:4]=2[CH:3]=1.[F:22][C:23]1[CH:35]=[CH:34][C:26]([O:27][CH:28]2[CH2:33][CH2:32][NH:31][CH2:30][CH2:29]2)=[CH:25][CH:24]=1. Product: [F:1][C:2]1[CH:21]=[CH:20][C:5]2[C:6]([C:9]3[CH:14]=[CH:13][C:12]([O:15][CH2:16][C@@H:17]([OH:18])[CH2:19][N:31]4[CH2:30][CH2:29][CH:28]([O:27][C:26]5[CH:34]=[CH:35][C:23]([F:22])=[CH:24][CH:25]=5)[CH2:33][CH2:32]4)=[CH:11][CH:10]=3)=[N:7][O:8][C:4]=2[CH:3]=1. The catalyst class is: 737. (4) Reactant: [F:1][C:2]1[CH:3]=[C:4]([CH:10]=O)[C:5]([O:8][CH3:9])=[N:6][CH:7]=1.[F:12][C:13]1[CH:18]=[CH:17][CH:16]=[CH:15][C:14]=1/[CH:19]=[CH:20]/[CH:21]1[CH2:26][CH2:25][NH:24][CH2:23][CH2:22]1.C(O[BH-](OC(=O)C)OC(=O)C)(=O)C.[Na+].C(=O)([O-])[O-].[Na+].[Na+]. Product: [F:1][C:2]1[CH:3]=[C:4]([CH2:10][N:24]2[CH2:25][CH2:26][CH:21](/[CH:20]=[CH:19]/[C:14]3[CH:15]=[CH:16][CH:17]=[CH:18][C:13]=3[F:12])[CH2:22][CH2:23]2)[C:5]([O:8][CH3:9])=[N:6][CH:7]=1. The catalyst class is: 478. (5) The catalyst class is: 43. Reactant: [C:1]([O:5][C@@H:6]([CH3:21])[C@H:7]([NH:10]C(=O)OCC1C=CC=CC=1)[CH2:8][OH:9])([CH3:4])([CH3:3])[CH3:2].[H][H].O. Product: [NH2:10][C@@H:7]([C@@H:6]([O:5][C:1]([CH3:2])([CH3:4])[CH3:3])[CH3:21])[CH2:8][OH:9]. (6) Reactant: [CH:1]([O:3][CH2:4][CH2:5]Cl)=[CH2:2].[C:7]1(=[O:17])[NH:11][C:10](=[O:12])[C:9]2=[CH:13][CH:14]=[CH:15][CH:16]=[C:8]12.[K].CN(C)C=O. Product: [CH:1]([O:3][CH2:4][CH2:5][C:16]1[CH:15]=[CH:14][CH:13]=[C:9]2[C:10]([NH:11][C:7](=[O:17])[C:8]=12)=[O:12])=[CH2:2]. The catalyst class is: 568. (7) Reactant: CC1(C)CCCC(C)(C)N1.C([Li])CCC.[C:16]([O:20][C:21]1[CH:26]=[N:25][CH:24]=[CH:23][N:22]=1)([CH3:19])([CH3:18])[CH3:17].CN(C)[CH:29]=[O:30]. Product: [C:16]([O:20][C:21]1[C:26]([CH:29]=[O:30])=[N:25][CH:24]=[CH:23][N:22]=1)([CH3:19])([CH3:17])[CH3:18]. The catalyst class is: 355.